This data is from Catalyst prediction with 721,799 reactions and 888 catalyst types from USPTO. The task is: Predict which catalyst facilitates the given reaction. (1) Reactant: C[O:2][C:3]([C:5]12[CH:12]3[CH:7]4[C:8]5([C:13](=O)[NH:14][C:15]6[C:16](=[O:29])[N:17]([CH2:26][CH2:27][CH3:28])[C:18](=[O:25])[N:19]([CH2:22][CH2:23][CH3:24])[C:20]=6[NH2:21])[CH:11]3[CH:10]1[CH:9]5[CH:6]24)=[O:4].[OH-].[Na+]. Product: [O:25]=[C:18]1[N:19]([CH2:22][CH2:23][CH3:24])[C:20]2[N:21]=[C:13]([C:8]34[CH:11]5[CH:10]6[CH:9]3[CH:6]3[CH:7]4[CH:12]5[C:5]36[C:3]([OH:2])=[O:4])[NH:14][C:15]=2[C:16](=[O:29])[N:17]1[CH2:26][CH2:27][CH3:28]. The catalyst class is: 5. (2) Reactant: C([O:8][C:9]1[C:14]([CH2:15][N:16]2[CH2:25][CH2:24][C:23]3[C:18](=[C:19]([Cl:32])[C:20]([C:26]4[N:30]([CH3:31])[N:29]=[CH:28][CH:27]=4)=[CH:21][CH:22]=3)[C:17]2=[O:33])=[C:13]([CH3:34])[CH:12]=[C:11]([CH3:35])[N:10]=1)C1C=CC=CC=1. Product: [Cl:32][C:19]1[C:20]([C:26]2[N:30]([CH3:31])[N:29]=[CH:28][CH:27]=2)=[CH:21][CH:22]=[C:23]2[C:18]=1[C:17](=[O:33])[N:16]([CH2:15][C:14]1[C:9](=[O:8])[NH:10][C:11]([CH3:35])=[CH:12][C:13]=1[CH3:34])[CH2:25][CH2:24]2. The catalyst class is: 67. (3) Reactant: Cl.[CH3:2][O:3][C:4]1[N:5]=[C:6]2[C:11](=[CH:12][CH:13]=1)[N:10]=[CH:9][CH:8]=[C:7]2[CH2:14][CH2:15][N:16]1[CH2:21][CH2:20][O:19][CH:18]([CH2:22][NH2:23])[CH2:17]1.[O-]S([O-])(=O)=O.[Na+].[Na+].CCN(C(C)C)C(C)C.[O:40]=[C:41]1[CH2:46][S:45][C:44]2[CH:47]=[CH:48][C:49]([CH:51]=O)=[N:50][C:43]=2[NH:42]1.[BH4-].[Na+]. Product: [CH3:2][O:3][C:4]1[N:5]=[C:6]2[C:11](=[CH:12][CH:13]=1)[N:10]=[CH:9][CH:8]=[C:7]2[CH2:14][CH2:15][N:16]1[CH2:21][CH2:20][O:19][CH:18]([CH2:22][NH:23][CH2:51][C:49]2[CH:48]=[CH:47][C:44]3[S:45][CH2:46][C:41](=[O:40])[NH:42][C:43]=3[N:50]=2)[CH2:17]1. The catalyst class is: 271.